This data is from Forward reaction prediction with 1.9M reactions from USPTO patents (1976-2016). The task is: Predict the product of the given reaction. (1) Given the reactants [CH3:1][O:2][CH2:3][CH2:4][N:5]1[C:9]2[CH:10]=[CH:11][C:12]([C:14]([OH:16])=O)=[CH:13][C:8]=2[N:7]=[C:6]1[NH:17][C:18]1[S:19][C:20]2[CH:26]=[C:25]([O:27][C:28]([F:31])([F:30])[F:29])[CH:24]=[CH:23][C:21]=2[N:22]=1.CN.[CH3:34][N:35](C(ON1N=NC2C=CC=CC1=2)=[N+](C)C)C.F[P-](F)(F)(F)(F)F.CCN(C(C)C)C(C)C, predict the reaction product. The product is: [CH3:34][NH:35][C:14]([C:12]1[CH:11]=[CH:10][C:9]2[N:5]([CH2:4][CH2:3][O:2][CH3:1])[C:6]([NH:17][C:18]3[S:19][C:20]4[CH:26]=[C:25]([O:27][C:28]([F:29])([F:30])[F:31])[CH:24]=[CH:23][C:21]=4[N:22]=3)=[N:7][C:8]=2[CH:13]=1)=[O:16]. (2) Given the reactants [NH2:1][C:2]1[C:7]([C:8]([F:11])([F:10])[F:9])=[CH:6][C:5]([C:12]([F:15])([F:14])[F:13])=[CH:4][C:3]=1[NH:16][C:17](=O)[CH2:18][N:19]1[CH2:24][CH2:23][N:22]([C:25]([O:27][C:28]([CH3:31])([CH3:30])[CH3:29])=[O:26])[CH2:21][C:20]1=[O:32], predict the reaction product. The product is: [F:11][C:8]([F:10])([F:9])[C:7]1[C:2]2[N:1]=[C:17]([CH2:18][N:19]3[CH2:24][CH2:23][N:22]([C:25]([O:27][C:28]([CH3:30])([CH3:29])[CH3:31])=[O:26])[CH2:21][C:20]3=[O:32])[NH:16][C:3]=2[CH:4]=[C:5]([C:12]([F:15])([F:13])[F:14])[CH:6]=1.